Dataset: Full USPTO retrosynthesis dataset with 1.9M reactions from patents (1976-2016). Task: Predict the reactants needed to synthesize the given product. (1) Given the product [Cl:1][C:2]1[N:3]=[C:4]([C:10]2[CH:11]=[N:12][CH:13]=[CH:14][CH:15]=2)[S:5][C:6]=1[C:7](=[N:17][OH:18])[CH3:8], predict the reactants needed to synthesize it. The reactants are: [Cl:1][C:2]1[N:3]=[C:4]([C:10]2[CH:11]=[N:12][CH:13]=[CH:14][CH:15]=2)[S:5][C:6]=1[C:7](=O)[CH3:8].Cl.[NH2:17][OH:18]. (2) Given the product [NH2:26][C:23]1[N:22]=[CH:21][C:20]([C:19]#[C:18][C:11]2[C:12]([CH2:16][CH3:17])=[N:13][CH:14]=[CH:15][C:10]=2[C:7]2[CH:8]=[CH:9][C:4]([C:3]([OH:28])=[O:2])=[C:5]([F:27])[CH:6]=2)=[CH:25][CH:24]=1, predict the reactants needed to synthesize it. The reactants are: C[O:2][C:3](=[O:28])[C:4]1[CH:9]=[CH:8][C:7]([C:10]2[CH:15]=[CH:14][N:13]=[C:12]([CH2:16][CH3:17])[C:11]=2[C:18]#[C:19][C:20]2[CH:21]=[N:22][C:23]([NH2:26])=[CH:24][CH:25]=2)=[CH:6][C:5]=1[F:27].[OH-].[Na+]. (3) Given the product [CH2:1]([O:3][C:4]([C:6]1[CH:15]([C:16]2[CH:21]=[CH:20][CH:19]=[C:18]([OH:22])[CH:17]=2)[C:14]2[C:13](=[O:23])[CH2:12][CH:11]([C:24]3[C:29]([CH3:30])=[CH:28][C:27]([CH3:31])=[CH:26][C:25]=3[CH3:32])[CH2:10][C:9]=2[NH:8][C:7]=1[CH2:33][C:34]([OH:36])=[O:35])=[O:5])[CH3:2], predict the reactants needed to synthesize it. The reactants are: [CH2:1]([O:3][C:4]([C:6]1[CH:15]([C:16]2[CH:21]=[CH:20][CH:19]=[C:18]([OH:22])[CH:17]=2)[C:14]2[C:13](=[O:23])[CH2:12][CH:11]([C:24]3[C:29]([CH3:30])=[CH:28][C:27]([CH3:31])=[CH:26][C:25]=3[CH3:32])[CH2:10][C:9]=2[NH:8][C:7]=1[CH2:33][C:34]([O:36]CC)=[O:35])=[O:5])[CH3:2].O1CCCC1.[OH-].[Li+].Cl. (4) Given the product [C:12]([O:11][C:9]([N:8]([C:6]1[CH:5]=[CH:4][N:3]=[C:2]([Cl:1])[N:7]=1)[C:9](=[O:10])[O:11][C:12]([CH3:15])([CH3:14])[CH3:13])=[O:10])([CH3:15])([CH3:14])[CH3:13], predict the reactants needed to synthesize it. The reactants are: [Cl:1][C:2]1[N:7]=[C:6]([NH2:8])[CH:5]=[CH:4][N:3]=1.[C:9](O[C:9]([O:11][C:12]([CH3:15])([CH3:14])[CH3:13])=[O:10])([O:11][C:12]([CH3:15])([CH3:14])[CH3:13])=[O:10]. (5) Given the product [F:9][C:10]1[CH:18]=[C:17]([O:19][CH3:20])[CH:16]=[CH:15][C:11]=1[C:12](=[O:13])[CH2:1][C:2]#[N:3], predict the reactants needed to synthesize it. The reactants are: [CH3:1][C:2]#[N:3].[Li]CCCC.[F:9][C:10]1[CH:18]=[C:17]([O:19][CH3:20])[CH:16]=[CH:15][C:11]=1[C:12](Cl)=[O:13].[NH4+].[Cl-].Cl. (6) The reactants are: [F:1][C:2]1[CH:31]=[CH:30][C:5]([C:6]([NH:8][CH2:9][C:10]2([C:26]([F:29])([F:28])[F:27])[C:19]3[C:14](=[CH:15][CH:16]=[C:17]([C:20]4[NH:24][N:23]=[CH:22][CH:21]=4)[CH:18]=3)[NH:13][C:12](=[O:25])[NH:11]2)=[O:7])=[CH:4][CH:3]=1.CCCCCC. Given the product [F:1][C:2]1[CH:31]=[CH:30][C:5]([C:6]([NH:8][CH2:9][C@:10]2([C:26]([F:28])([F:27])[F:29])[C:19]3[C:14](=[CH:15][CH:16]=[C:17]([C:20]4[NH:24][N:23]=[CH:22][CH:21]=4)[CH:18]=3)[NH:13][C:12](=[O:25])[NH:11]2)=[O:7])=[CH:4][CH:3]=1, predict the reactants needed to synthesize it.